This data is from TCR-epitope binding with 47,182 pairs between 192 epitopes and 23,139 TCRs. The task is: Binary Classification. Given a T-cell receptor sequence (or CDR3 region) and an epitope sequence, predict whether binding occurs between them. The epitope is KLPDDFTGCV. The TCR CDR3 sequence is CATQGRSGNTIYF. Result: 1 (the TCR binds to the epitope).